Dataset: Reaction yield outcomes from USPTO patents with 853,638 reactions. Task: Predict the reaction yield, written as a fraction of the theoretical maximum amount of product (1.0 means a 100% yield; for example, 0.34 means a 34% yield). (1) The reactants are [Br:1][C:2]1[CH:3]=[C:4]([C:10](=[O:12])[CH3:11])[CH:5]=[C:6]([Br:9])[C:7]=1[OH:8].C(OCC)C.[Br:18]Br.C(=O)([O-])O.[Na+]. The catalyst is O1CCCC1.O.C(O)(=O)C. The product is [Br:18][CH2:11][C:10]([C:4]1[CH:3]=[C:2]([Br:1])[C:7]([OH:8])=[C:6]([Br:9])[CH:5]=1)=[O:12]. The yield is 0.515. (2) The reactants are [C:1]([O:5][C:6](=[O:36])[NH:7][C:8]1([C:12]2[CH:17]=[CH:16][C:15]([C:18]3[C:27](=[O:28])[C:26]4[C:21](=[CH:22][CH:23]=[C:24](F)[CH:25]=4)[O:20][C:19]=3[C:30]3[CH:35]=[CH:34][CH:33]=[CH:32][CH:31]=3)=[CH:14][CH:13]=2)[CH2:11][CH2:10][CH2:9]1)([CH3:4])([CH3:3])[CH3:2].IC1C(=O)C2C(=CC=C(OC)C=2)[O:40][C:39]=1C1C=CC=CC=1. No catalyst specified. The yield is 0.440. The product is [C:1]([O:5][C:6](=[O:36])[NH:7][C:8]1([C:12]2[CH:17]=[CH:16][C:15]([C:18]3[C:27](=[O:28])[C:26]4[C:21](=[CH:22][CH:23]=[C:24]([O:40][CH3:39])[CH:25]=4)[O:20][C:19]=3[C:30]3[CH:35]=[CH:34][CH:33]=[CH:32][CH:31]=3)=[CH:14][CH:13]=2)[CH2:11][CH2:10][CH2:9]1)([CH3:4])([CH3:3])[CH3:2]. (3) The reactants are [Cl:1][C:2]1[N:7]=[C:6](Cl)[CH:5]=[CH:4][N:3]=1.[F:9][C:10]1[CH:15]=[C:14]([N+:16]([O-:18])=[O:17])[CH:13]=[CH:12][C:11]=1[OH:19].C([O-])([O-])=O.[K+].[K+].CN(C=O)C. The catalyst is C([O-])(O)=O.[Na+]. The product is [Cl:1][C:2]1[N:7]=[C:6]([O:19][C:11]2[CH:12]=[CH:13][C:14]([N+:16]([O-:18])=[O:17])=[CH:15][C:10]=2[F:9])[CH:5]=[CH:4][N:3]=1. The yield is 0.530. (4) The reactants are [C:1](=[O:4])(O)[O-:2].[Na+].[C:6]1([CH3:33])[CH:11]=CC(C([C@](C(O)=O)(O)[C@](C(C2C=CC(C)=CC=2)=O)(O)C(O)=O)=O)=C[CH:7]=1.[Cl:34][C:35]1[CH:36]=[C:37]([C:42]([NH:48][CH3:49])([CH2:45][CH:46]=[CH2:47])[CH2:43][OH:44])[CH:38]=[CH:39][C:40]=1[Cl:41]. The catalyst is C(OCC)(=O)C. The product is [C:6]([O:2][C:1](=[O:4])[N:48]([C:42]([C:37]1[CH:38]=[CH:39][C:40]([Cl:41])=[C:35]([Cl:34])[CH:36]=1)([CH2:43][OH:44])[CH2:45][CH:46]=[CH2:47])[CH3:49])([CH3:33])([CH3:11])[CH3:7]. The yield is 0.990. (5) The reactants are C(=O)([O-])[O-].[K+].[K+].[Cl:7][CH2:8][C:9]1([CH3:27])[O:13][N:12]=[C:11]([S:14][CH2:15][C:16]2[C:17]([C:23]([F:26])([F:25])[F:24])=[N:18][N:19]([CH3:22])[C:20]=2[OH:21])[CH2:10]1.[CH:28](I)([CH3:30])[CH3:29].O. The catalyst is CN(C)C=O.C(OCC)(=O)C. The product is [Cl:7][CH2:8][C:9]1([CH3:27])[O:13][N:12]=[C:11]([S:14][CH2:15][C:16]2[C:17]([C:23]([F:26])([F:25])[F:24])=[N:18][N:19]([CH3:22])[C:20]=2[O:21][CH:28]([CH3:30])[CH3:29])[CH2:10]1. The yield is 0.450. (6) The reactants are [N+:1]([C:4]1[CH:17]=[CH:16][C:7]([C:8]([N:10]2[CH:14]=[CH:13][NH:12][C:11]2=[O:15])=[O:9])=[CH:6][CH:5]=1)([O-])=O. The catalyst is CO.[Pd]. The product is [NH2:1][C:4]1[CH:17]=[CH:16][C:7]([C:8]([N:10]2[CH:14]=[CH:13][NH:12][C:11]2=[O:15])=[O:9])=[CH:6][CH:5]=1. The yield is 0.980. (7) The reactants are [CH3:1][O:2][C:3](=[O:22])[C:4]1[CH:9]=[C:8]([N+:10]([O-])=O)[C:7]([NH2:13])=[C:6]([F:14])[C:5]=1[NH:15][C:16]1[CH:21]=[CH:20][CH:19]=[CH:18][CH:17]=1.C([O-])=O.[NH4+]. The catalyst is C(O)C.[OH-].[OH-].[Pd+2]. The product is [CH3:1][O:2][C:3](=[O:22])[C:4]1[CH:9]=[C:8]([NH2:10])[C:7]([NH2:13])=[C:6]([F:14])[C:5]=1[NH:15][C:16]1[CH:17]=[CH:18][CH:19]=[CH:20][CH:21]=1. The yield is 0.930. (8) The reactants are [F:1][C:2]([F:34])([F:33])[C:3]1[CH:4]=[C:5]([CH:26]=[C:27]([C:29]([F:32])([F:31])[F:30])[CH:28]=1)[CH2:6][NH:7][CH:8]1[CH2:14][CH2:13][CH2:12][N:11]([C:15]([O:17][CH:18]([CH3:20])[CH3:19])=[O:16])[C:10]2[CH:21]=[C:22]([Cl:25])[CH:23]=[CH:24][C:9]1=2.[CH2:35]=[C:36]1[O:40][C:38](=[O:39])[CH2:37]1. The catalyst is CN(C)C1C=CN=CC=1.O1CCCC1. The product is [F:34][C:2]([F:1])([F:33])[C:3]1[CH:4]=[C:5]([CH:26]=[C:27]([C:29]([F:30])([F:31])[F:32])[CH:28]=1)[CH2:6][N:7]([C:38](=[O:39])[CH2:37][C:36](=[O:40])[CH3:35])[CH:8]1[CH2:14][CH2:13][CH2:12][N:11]([C:15]([O:17][CH:18]([CH3:20])[CH3:19])=[O:16])[C:10]2[CH:21]=[C:22]([Cl:25])[CH:23]=[CH:24][C:9]1=2. The yield is 0.730. (9) The reactants are [CH2:1]([O:3][C:4]1[CH:9]=[CH:8][C:7]([CH2:10][CH2:11][O:12][C:13]2[CH:30]=[CH:29][C:16]([CH2:17][C@@H:18]([C:25]([O:27]C)=[O:26])[NH:19][C:20](=[O:24])[CH:21]([CH3:23])[CH3:22])=[CH:15][CH:14]=2)=[CH:6][CH:5]=1)[CH3:2].O.[OH-].[Li+].Cl. The catalyst is O1CCOCC1.O. The product is [CH2:1]([O:3][C:4]1[CH:5]=[CH:6][C:7]([CH2:10][CH2:11][O:12][C:13]2[CH:14]=[CH:15][C:16]([CH2:17][C@@H:18]([C:25]([OH:27])=[O:26])[NH:19][C:20](=[O:24])[CH:21]([CH3:23])[CH3:22])=[CH:29][CH:30]=2)=[CH:8][CH:9]=1)[CH3:2]. The yield is 1.00. (10) The reactants are Br[C:2]1[CH:6]=[CH:5][S:4][C:3]=1[CH3:7].CS(C)=O.[CH3:12][C:13]1([CH3:29])[C:17]([CH3:19])([CH3:18])[O:16][B:15]([B:15]2[O:16][C:17]([CH3:19])([CH3:18])[C:13]([CH3:29])([CH3:12])[O:14]2)[O:14]1.CC([O-])=O.[K+]. The catalyst is O.C1C=CC(P(C2C=CC=CC=2)[C-]2C=CC=C2)=CC=1.C1C=CC(P(C2C=CC=CC=2)[C-]2C=CC=C2)=CC=1.Cl[Pd]Cl.[Fe+2]. The product is [CH3:12][C:13]1([CH3:29])[C:17]([CH3:19])([CH3:18])[O:16][B:15]([C:2]2[CH:6]=[CH:5][S:4][C:3]=2[CH3:7])[O:14]1. The yield is 0.390.